From a dataset of Choline transporter screen with 302,306 compounds. Binary Classification. Given a drug SMILES string, predict its activity (active/inactive) in a high-throughput screening assay against a specified biological target. (1) The compound is S(=O)(=O)(Nc1ccc(OCC)cc1)c1cc2[nH]c(=O)c(=O)[nH]c2cc1. The result is 0 (inactive). (2) The molecule is S(=O)(=O)(N1CCCCCC1)c1cc(NC(=O)C2CN(C(=O)C2)c2cc3OCCOc3cc2)ccc1C. The result is 0 (inactive). (3) The molecule is S=C(N1CCN(CCC1)Cc1ccc(F)cc1)Nc1ccc(F)cc1. The result is 0 (inactive). (4) The compound is Fc1c(cccc1)/C=N\NC(=O)COCC(=O)N\N=C\c1c(F)cccc1. The result is 0 (inactive). (5) The drug is O(C(=O)C(=c1\[nH]c2c([nH]1)cccc2)/C(=O)/C=C\c1c([N+]([O-])=O)cccc1)C. The result is 0 (inactive). (6) The drug is S(Cc1c(cccc1)C)Cc1nc(Nc2c(cccc2)C)nc(n1)N. The result is 0 (inactive).